From a dataset of Catalyst prediction with 721,799 reactions and 888 catalyst types from USPTO. Predict which catalyst facilitates the given reaction. (1) Reactant: [CH2:1]([N:7]1[C:19]2[CH:18]=[C:17]([CH2:20][OH:21])[CH:16]=[CH:15][C:14]=2[C:13]2[C:8]1=[CH:9][CH:10]=[CH:11][CH:12]=2)[CH2:2][CH2:3][CH2:4][CH2:5][CH3:6].[Cr](Cl)([O-])(=O)=O.[NH+]1C=CC=CC=1. Product: [CH2:1]([N:7]1[C:19]2[CH:18]=[C:17]([CH:20]=[O:21])[CH:16]=[CH:15][C:14]=2[C:13]2[C:8]1=[CH:9][CH:10]=[CH:11][CH:12]=2)[CH2:2][CH2:3][CH2:4][CH2:5][CH3:6]. The catalyst class is: 4. (2) Reactant: Cl[C:2]1[C:3]2[N:11]=[C:10]([Cl:12])[CH:9]=[CH:8][C:4]=2[N:5]=[CH:6][N:7]=1.[C:13]([O-])(O)=[O:14].[Na+]. Product: [Cl:12][C:10]1[CH:9]=[CH:8][C:4]2[N:5]=[CH:6][N:7]=[C:2]([O:14][CH3:13])[C:3]=2[N:11]=1. The catalyst class is: 5.